This data is from Forward reaction prediction with 1.9M reactions from USPTO patents (1976-2016). The task is: Predict the product of the given reaction. (1) The product is: [CH2:13]([O:5][C:4](=[O:6])[C:3]1[CH:7]=[C:8]([F:12])[C:9]([Cl:11])=[N:10][C:2]=1[Cl:1])[CH3:14]. Given the reactants [Cl:1][C:2]1[N:10]=[C:9]([Cl:11])[C:8]([F:12])=[CH:7][C:3]=1[C:4]([OH:6])=[O:5].[C:13]1(C)C=CC=C[CH:14]=1, predict the reaction product. (2) The product is: [CH2:1]([O:5][C:6]1[CH:10]=[C:9]([CH2:11][CH2:12][C:13]([NH:35][S:32]([CH2:27][CH2:28][CH2:29][CH2:30][CH3:31])(=[O:34])=[O:33])=[O:15])[N:8]([CH2:16][C:17]2[CH:18]=[CH:19][C:20]([C:23]([F:25])([F:24])[F:26])=[CH:21][CH:22]=2)[N:7]=1)[CH2:2][CH2:3][CH3:4]. Given the reactants [CH2:1]([O:5][C:6]1[CH:10]=[C:9]([CH2:11][CH2:12][C:13]([OH:15])=O)[N:8]([CH2:16][C:17]2[CH:22]=[CH:21][C:20]([C:23]([F:26])([F:25])[F:24])=[CH:19][CH:18]=2)[N:7]=1)[CH2:2][CH2:3][CH3:4].[CH2:27]([S:32]([NH2:35])(=[O:34])=[O:33])[CH2:28][CH2:29][CH2:30][CH3:31].N12CCCN=C1CCCCC2, predict the reaction product. (3) Given the reactants [CH:1](=O)[CH2:2][CH2:3][CH3:4].[NH2:6][C:7]1[CH:16]=[CH:15][C:14]([F:17])=[CH:13][C:8]=1[C:9]([O:11][CH3:12])=[O:10].C(O)(=O)C.C(O[BH-](OC(=O)C)OC(=O)C)(=O)C.[Na+], predict the reaction product. The product is: [CH2:1]([NH:6][C:7]1[CH:16]=[CH:15][C:14]([F:17])=[CH:13][C:8]=1[C:9]([O:11][CH3:12])=[O:10])[CH2:2][CH2:3][CH3:4]. (4) The product is: [Cl:1][C:2]1[CH:7]=[C:6]([CH2:8][CH2:9][CH2:10][CH:11]=[O:12])[C:5]([C:13]#[N:14])=[CH:4][C:3]=1[NH:15][C:16]1[N:21]=[C:20]([N:22]([CH:32]2[CH2:33][CH2:34]2)[CH2:23][C:24]2[CH:29]=[CH:28][C:27]([O:30][CH3:31])=[CH:26][CH:25]=2)[C:19]2=[N:35][CH:36]=[C:37]([C:38]#[N:39])[N:18]2[N:17]=1. Given the reactants [Cl:1][C:2]1[CH:7]=[C:6]([CH2:8][CH2:9][CH2:10][CH2:11][OH:12])[C:5]([C:13]#[N:14])=[CH:4][C:3]=1[NH:15][C:16]1[N:21]=[C:20]([N:22]([CH:32]2[CH2:34][CH2:33]2)[CH2:23][C:24]2[CH:29]=[CH:28][C:27]([O:30][CH3:31])=[CH:26][CH:25]=2)[C:19]2=[N:35][CH:36]=[C:37]([C:38]#[N:39])[N:18]2[N:17]=1.CC(OI1(OC(C)=O)(OC(C)=O)OC(=O)C2C=CC=CC1=2)=O, predict the reaction product. (5) Given the reactants [NH2:1][C:2]1[CH:7]=[CH:6][CH:5]=[C:4]([CH:8]([OH:10])[CH3:9])[C:3]=1[OH:11].[CH2:12]([O:14][C:15]1[C:16](=O)[C:17](=[O:22])[C:18]=1[O:19]CC)[CH3:13], predict the reaction product. The product is: [CH2:12]([O:14][C:15]1[C:18](=[O:19])[C:17](=[O:22])[C:16]=1[NH:1][C:2]1[CH:7]=[CH:6][CH:5]=[C:4]([CH:8]([OH:10])[CH3:9])[C:3]=1[OH:11])[CH3:13].